From a dataset of Full USPTO retrosynthesis dataset with 1.9M reactions from patents (1976-2016). Predict the reactants needed to synthesize the given product. (1) Given the product [C:1]([C:3]1[CH:4]=[C:5]([C:50]2[O:51][N:43]=[C:48]([C:25]3[CH:26]=[CH:27][CH:19]=[CH:18][N:17]=3)[N:49]=2)[CH:9]=[C:10]([O:12][C:13]([F:14])([F:15])[F:16])[CH:11]=1)#[N:2], predict the reactants needed to synthesize it. The reactants are: [C:1]([C:3]1[CH:4]=[C:5]([CH:9]=[C:10]([O:12][C:13]([F:16])([F:15])[F:14])[CH:11]=1)C(O)=O)#[N:2].[NH:17]=[C:18](OC)[C:19]1C=C([CH:25]=[C:26](OC(F)(F)F)[CH:27]=1)C(O)=O.C(Cl)(=O)C(Cl)=O.C([N:43](CC)CC)C.[CH3:48][N:49](C)[CH:50]=[O:51]. (2) Given the product [CH:17]([C:5]1[CH:4]=[C:3]([O:20][CH3:21])[C:2]([C:24]#[C:25][CH3:26])=[CH:16][C:6]=1[O:7][C:8]1[C:9]([NH2:15])=[N:10][C:11]([NH2:14])=[N:12][CH:13]=1)([CH3:19])[CH3:18], predict the reactants needed to synthesize it. The reactants are: I[C:2]1[C:3]([O:20][CH3:21])=[CH:4][C:5]([CH:17]([CH3:19])[CH3:18])=[C:6]([CH:16]=1)[O:7][C:8]1[C:9]([NH2:15])=[N:10][C:11]([NH2:14])=[N:12][CH:13]=1.C[Si](C)(C)[C:24]#[C:25][CH3:26].[F-].C([N+](CCCC)(CCCC)CCCC)CCC.C1COCC1. (3) Given the product [C:41]([O:45][C:39](=[O:24])[NH:36][C:4]1[S:3][C:2]([CH3:1])=[N:6][C:5]=1[C:7]1[CH:12]=[CH:11][CH:10]=[CH:9][C:8]=1[CH3:13])([CH3:44])([CH3:43])[CH3:42], predict the reactants needed to synthesize it. The reactants are: [CH3:1][C:2]1[S:3][C:4](C(O)=O)=[C:5]([C:7]2[CH:12]=[CH:11][CH:10]=[CH:9][C:8]=2[CH3:13])[N:6]=1.C1(P(N=[N+]=[N-])(C2C=CC=CC=2)=[O:24])C=CC=CC=1.C([N:36]([CH2:39]C)CC)C.[C:41]([OH:45])([CH3:44])([CH3:43])[CH3:42]. (4) Given the product [Cl:11][C:9]1[CH:10]=[C:5]([C:3]([OH:4])=[O:2])[C:6](=[O:16])[NH:7][C:8]=1[C:12]([Cl:15])([F:13])[F:14], predict the reactants needed to synthesize it. The reactants are: C[O:2][C:3]([C:5]1[C:6](=[O:16])[NH:7][C:8]([C:12]([Cl:15])([F:14])[F:13])=[C:9]([Cl:11])[CH:10]=1)=[O:4].O.[OH-].[Li+].Cl. (5) Given the product [ClH:35].[C:33]([C:30]1[CH:31]=[CH:32][C:27]([CH2:26][CH2:25][CH2:24][N:19]([CH2:18][CH2:17][N:12]2[CH2:13][CH:14]3[O:16][CH:10]([CH2:9][NH:8][CH2:15]3)[CH2:11]2)[S:20]([CH3:23])(=[O:22])=[O:21])=[CH:28][CH:29]=1)#[N:34], predict the reactants needed to synthesize it. The reactants are: C(OC([N:8]1[CH2:15][CH:14]2[O:16][CH:10]([CH2:11][N:12]([CH2:17][CH2:18][N:19]([CH2:24][CH2:25][CH2:26][C:27]3[CH:32]=[CH:31][C:30]([C:33]#[N:34])=[CH:29][CH:28]=3)[S:20]([CH3:23])(=[O:22])=[O:21])[CH2:13]2)[CH2:9]1)=O)(C)(C)C.[ClH:35]. (6) Given the product [CH2:1]([O:3][C:4]1[CH:5]=[C:6]([CH:10]2[CH2:15][CH2:14][CH2:13][N:12]([CH2:20][C@H:18]([OH:19])[C:17]([F:22])([F:21])[F:16])[CH2:11]2)[CH:7]=[CH:8][CH:9]=1)[CH3:2], predict the reactants needed to synthesize it. The reactants are: [CH2:1]([O:3][C:4]1[CH:5]=[C:6]([CH:10]2[CH2:15][CH2:14][CH2:13][NH:12][CH2:11]2)[CH:7]=[CH:8][CH:9]=1)[CH3:2].[F:16][C:17]([F:22])([F:21])[C@@H:18]1[CH2:20][O:19]1. (7) Given the product [Br:22][CH2:21][CH2:20][CH2:19][O:18][CH2:17][CH2:16][CH2:15][N:14]([CH:11]1[CH2:12][CH2:13][N:8]([CH2:1][C:2]2[CH:3]=[CH:4][CH:5]=[CH:6][CH:7]=2)[CH2:9][CH2:10]1)[CH:24]([CH3:26])[CH3:25], predict the reactants needed to synthesize it. The reactants are: [CH2:1]([N:8]1[CH2:13][CH2:12][CH:11]([N:14]([CH:24]([CH3:26])[CH3:25])[C:15](=O)[CH2:16][CH2:17][O:18][CH2:19][CH2:20][CH2:21][Br:22])[CH2:10][CH2:9]1)[C:2]1[CH:7]=[CH:6][CH:5]=[CH:4][CH:3]=1.B.C1COCC1.CO.[H][H]. (8) Given the product [F:24][C:10]1[CH:11]=[C:12]([CH2:17][CH2:18][C:19]([O:21][CH2:22][CH3:23])=[O:20])[CH:13]=[C:14]([O:15][CH3:16])[C:9]=1[OH:8], predict the reactants needed to synthesize it. The reactants are: C([O:8][C:9]1[C:14]([O:15][CH3:16])=[CH:13][C:12]([CH:17]=[CH:18][C:19]([O:21][CH2:22][CH3:23])=[O:20])=[CH:11][C:10]=1[F:24])C1C=CC=CC=1.Cl. (9) Given the product [Cl:21][C:15]1[CH:16]=[C:17]([F:20])[CH:18]=[CH:19][C:14]=1[CH:5]1[N:6]=[C:7]([C:9]2[S:10][CH:11]=[N:12][N:13]=2)[NH:8][C:3]([CH2:2][N:27]2[CH2:32][CH2:31][O:30][CH2:29][CH:28]2[C:33]([OH:35])=[O:34])=[C:4]1[C:22]([O:24][CH2:25][CH3:26])=[O:23], predict the reactants needed to synthesize it. The reactants are: Br[CH2:2][C:3]1[NH:8][C:7]([C:9]2[S:10][CH:11]=[N:12][N:13]=2)=[N:6][CH:5]([C:14]2[CH:19]=[CH:18][C:17]([F:20])=[CH:16][C:15]=2[Cl:21])[C:4]=1[C:22]([O:24][CH2:25][CH3:26])=[O:23].[NH:27]1[CH2:32][CH2:31][O:30][CH2:29][CH:28]1[C:33]([OH:35])=[O:34]. (10) Given the product [C:16]([O:20][C:21]([NH:1][C:2]1[CH:10]=[CH:9][C:5]([C:6]([OH:8])=[O:7])=[C:4]([N+:11]([O-:13])=[O:12])[CH:3]=1)=[O:22])([CH3:19])([CH3:18])[CH3:17], predict the reactants needed to synthesize it. The reactants are: [NH2:1][C:2]1[CH:10]=[CH:9][C:5]([C:6]([OH:8])=[O:7])=[C:4]([N+:11]([O-:13])=[O:12])[CH:3]=1.[OH-].[Na+].[C:16]([O:20][C:21](O[C:21]([O:20][C:16]([CH3:19])([CH3:18])[CH3:17])=[O:22])=[O:22])([CH3:19])([CH3:18])[CH3:17].